From a dataset of Drug-target binding data from BindingDB using IC50 measurements. Regression. Given a target protein amino acid sequence and a drug SMILES string, predict the binding affinity score between them. We predict pIC50 (pIC50 = -log10(IC50 in M); higher means more potent). Dataset: bindingdb_ic50. (1) The compound is O=c1nc2n(-c3ccc(O)cc3)c3cc(Cl)ccc3cc-2c(=O)[nH]1. The target protein sequence is MASGSSSDAAEPAGPAGRAASAPEAAQAEEDRVKRRRLQCLGFALVGGCDPTMVPSVLRENDWQTQKALSAYFELPENDQGWPRQPPTSFKSEAYVDLTNEDANDTTILEASPSGTPLEDSSTISFITWNIDGLDGCNLPERARGVCSCLALYSPDVVFLQEVIPPYCAYLKKRAASYTIITGNEEGYFTAILLKKGRVKFKSQEIIPFPNTKMMRNLLCVNVSLGGNEFCLMTSHLESTRGHAAERIRQLKTVLGKMQEAPDSTTVIFAGDTNLRDREVTRCGGLPDNVFDAWEFLGKPKHCQYTWDTKANNNLGITAACKHRFDRIFFRAEEGHLIPQSLDLVGLEKLDCGRFPSDHWGLLCTLNVVL. The pIC50 is 4.5. (2) The small molecule is CCn1c(=O)c2cnc3c(C(C)C)cccc3c2n(C2CCCC2)c1=O. The target protein sequence is MSRNSSIASDIHGDDLIVTPFAQVLASLRTVRNNFAALTNLQDRAPSKRSPMCNQPSINKATITEEAYQKLASETLEELDWCLDQLETLQTRHSVSEMASNKFKRMLNRELTHLSEMSRSGNQVSEFISNTFLDKQHEVEIPSPTQKEKEKKKRPMSQISGVKKLMHSSSLTNSSIPRFGVKTEQEDVLAKELEDVNKWGLHVFRIAELSGNRPLTVIMHTIFQERDLLKTFKIPVDTLITYLMTLEDHYHADVAYHNNIHAADVVQSTHVLLSTPALEAVFTDLEILAAIFASAIHDVDHPGVSNQFLINTNSELALMYNDSSVLENHHLAVGFKLLQEENCDIFQNLTKKQRQSLRKMVIDIVLATDMSKHMNLLADLKTMVETKKVTSSGVLLLDNYSDRIQVLQNMVHCADLSNPTKPLQLYRQWTDRIMEEFFRQGDRERERGMEISPMCDKHNASVEKSQVGFIDYIVHPLWETWADLVHPDAQDILDTLEDNR.... The pIC50 is 4.6. (3) The small molecule is COc1ccc(S(=O)(=O)n2nc(OC(=O)c3c(Cl)cccc3Cl)cc2N)cc1. The target protein (P06935) has sequence MSKKPGGPGKNRAVNMLKRGMPRGLSLIGLKRAMLSLIDGKGPIRFVLALLAFFRFTAIAPTRAVLDRWRGVNKQTAMKHLLSFKKELGTLTSAINRRSTKQKKRGGTAGFTILLGLIACAGAVTLSNFQGKVMMTVNATDVTDVITIPTAAGKNLCIVRAMDVGYLCEDTITYECPVLAAGNDPEDIDCWCTKSSVYVRYGRCTKTRHSRRSRRSLTVQTHGESTLANKKGAWLDSTKATRYLVKTESWILRNPGYALVAAVIGWMLGSNTMQRVVFAILLLLVAPAYSFNCLGMSNRDFLEGVSGATWVDLVLEGDSCVTIMSKDKPTIDVKMMNMEAANLADVRSYCYLASVSDLSTRAACPTMGEAHNEKRADPAFVCKQGVVDRGWGNGCGLFGKGSIDTCAKFACTTKATGWIIQKENIKYEVAIFVHGPTTVESHGKIGATQAGRFSITPSAPSYTLKLGEYGEVTVDCEPRSGIDTSAYYVMSVGEKSFLVH.... The pIC50 is 4.0.